This data is from Reaction yield outcomes from USPTO patents with 853,638 reactions. The task is: Predict the reaction yield, written as a fraction of the theoretical maximum amount of product (1.0 means a 100% yield; for example, 0.34 means a 34% yield). (1) The reactants are [CH2:1]([O:3][CH:4]([CH2:10][C:11]1[CH:16]=[CH:15][C:14]([O:17][CH2:18][CH2:19][N:20]2[C:24]3[CH:25]=[CH:26][CH:27]=[CH:28][C:23]=3[N:22]=[C:21]2[C:29]([F:32])([F:31])[F:30])=[CH:13][CH:12]=1)[C:5]([O:7]CC)=[O:6])[CH3:2].[OH-].[Na+]. The catalyst is CCO.O. The product is [CH2:1]([O:3][CH:4]([CH2:10][C:11]1[CH:12]=[CH:13][C:14]([O:17][CH2:18][CH2:19][N:20]2[C:24]3[CH:25]=[CH:26][CH:27]=[CH:28][C:23]=3[N:22]=[C:21]2[C:29]([F:30])([F:31])[F:32])=[CH:15][CH:16]=1)[C:5]([OH:7])=[O:6])[CH3:2]. The yield is 0.773. (2) The reactants are [Br:1][C:2]1[CH:6]=[N:5][N:4]([CH3:7])[C:3]=1[C:8]1[CH:9]=[C:10]([NH2:20])[CH:11]=[CH:12][C:13]=1[O:14][CH2:15][CH2:16][N:17]([CH3:19])[CH3:18].[F:21][C:22]1[CH:27]=[CH:26][C:25]([N:28]=[C:29]=[O:30])=[CH:24][CH:23]=1. The catalyst is C(Cl)Cl. The product is [Br:1][C:2]1[CH:6]=[N:5][N:4]([CH3:7])[C:3]=1[C:8]1[CH:9]=[C:10]([NH:20][C:29]([NH:28][C:25]2[CH:26]=[CH:27][C:22]([F:21])=[CH:23][CH:24]=2)=[O:30])[CH:11]=[CH:12][C:13]=1[O:14][CH2:15][CH2:16][N:17]([CH3:18])[CH3:19]. The yield is 0.420.